Predict the reactants needed to synthesize the given product. From a dataset of Full USPTO retrosynthesis dataset with 1.9M reactions from patents (1976-2016). (1) Given the product [Cl:24][C:10]1[C:9]2[C:4](=[CH:5][CH:6]=[C:7]([C:13]([F:16])([F:15])[F:14])[CH:8]=2)[N:3]=[C:2]([CH3:1])[CH:11]=1, predict the reactants needed to synthesize it. The reactants are: [CH3:1][C:2]1[CH2:11][C:10](=O)[C:9]2[C:4](=[CH:5][CH:6]=[C:7]([C:13]([F:16])([F:15])[F:14])[CH:8]=2)[N:3]=1.CN(C)C=O.P(Cl)(Cl)([Cl:24])=O.C(=O)(O)[O-].[Na+]. (2) Given the product [CH2:16]([NH:20][C:21]1[CH:22]=[CH:23][C:24]([C:25]([NH:15][CH2:14][CH2:13][C:10]2[CH:11]=[CH:12][C:7]([CH2:6][N:1]3[CH2:5][CH2:4][CH2:3][CH2:2]3)=[CH:8][CH:9]=2)=[O:26])=[CH:28][CH:29]=1)[CH2:17][CH2:18][CH3:19], predict the reactants needed to synthesize it. The reactants are: [N:1]1([CH2:6][C:7]2[CH:12]=[CH:11][C:10]([CH2:13][CH2:14][NH2:15])=[CH:9][CH:8]=2)[CH2:5][CH2:4][CH2:3][CH2:2]1.[CH2:16]([NH:20][C:21]1[CH:29]=[CH:28][C:24]([C:25](O)=[O:26])=[CH:23][CH:22]=1)[CH2:17][CH2:18][CH3:19]. (3) Given the product [CH3:28][CH:23]1[CH2:24][CH2:25][CH:26]([CH3:27])[N:22]1[CH2:21][CH2:20][CH2:19][O:17][C:14]1[CH:15]=[CH:16][C:11]([C:5]2([CH2:4][N:2]([CH3:1])[CH3:3])[CH2:6][CH2:7][O:8][CH2:9][CH2:10]2)=[CH:12][CH:13]=1, predict the reactants needed to synthesize it. The reactants are: [CH3:1][N:2]([CH2:4][C:5]1([C:11]2[CH:16]=[CH:15][C:14]([OH:17])=[CH:13][CH:12]=2)[CH2:10][CH2:9][O:8][CH2:7][CH2:6]1)[CH3:3].Cl[CH2:19][CH2:20][CH2:21][N:22]1[C@@H:26]([CH3:27])[CH2:25][CH2:24][C@@H:23]1[CH3:28].C([O-])([O-])=O.[K+].[K+].N. (4) Given the product [Cl:26][C:13]1[CH:12]=[C:11]([NH:10][C:9]2[C:4]3[CH:3]=[C:2]([C:46]#[C:45][CH2:44][NH:41][C:36](=[O:38])[CH2:35][C:32]4[CH:31]=[CH:30][N:29]=[CH:34][CH:33]=4)[S:27][C:5]=3[N:6]=[CH:7][N:8]=2)[CH:16]=[CH:15][C:14]=1[O:17][CH2:18][C:19]1[CH:24]=[CH:23][CH:22]=[C:21]([F:25])[CH:20]=1, predict the reactants needed to synthesize it. The reactants are: Br[C:2]1[S:27][C:5]2[N:6]=[CH:7][N:8]=[C:9]([NH:10][C:11]3[CH:16]=[CH:15][C:14]([O:17][CH2:18][C:19]4[CH:24]=[CH:23][CH:22]=[C:21]([F:25])[CH:20]=4)=[C:13]([Cl:26])[CH:12]=3)[C:4]=2[CH:3]=1.Cl.[N:29]1[CH:34]=[CH:33][C:32]([CH2:35][C:36]([OH:38])=O)=[CH:31][CH:30]=1.C([N:41]([CH2:44][CH3:45])CC)C.[CH2:46](OP(C#N)(=O)OCC)C.C(=O)(O)[O-].[Na+]. (5) Given the product [C:1]([C:26]1[N:25]=[C:24]([C:20]2[S:19][C:18]([NH:17][C:15]([NH:14][CH2:13][CH2:12][C:10]3[N:9]=[CH:8][N:7]([CH:4]([CH3:6])[CH3:5])[CH:11]=3)=[O:16])=[N:22][C:21]=2[CH3:23])[CH:29]=[C:28]([CH3:30])[N:27]=1)#[N:2], predict the reactants needed to synthesize it. The reactants are: [C-:1]#[N:2].[Na+].[CH:4]([N:7]1[CH:11]=[C:10]([CH2:12][CH2:13][NH:14][C:15]([NH:17][C:18]2[S:19][C:20]([C:24]3[CH:29]=[C:28]([CH3:30])[N:27]=[C:26](S(C)(=O)=O)[N:25]=3)=[C:21]([CH3:23])[N:22]=2)=[O:16])[N:9]=[CH:8]1)([CH3:6])[CH3:5]. (6) Given the product [CH3:1][C:2]1[CH:7]=[CH:6][C:5]([S:8]([O:11][CH2:12][CH2:13][C@@:14]2([O:53][CH3:54])[C@H:19]([OH:20])[C@@H:18]([OH:28])[C@H:17]([OH:36])[C@@H:16]([CH2:44][OH:45])[O:15]2)(=[O:9])=[O:10])=[CH:4][CH:3]=1, predict the reactants needed to synthesize it. The reactants are: [CH3:1][C:2]1[CH:7]=[CH:6][C:5]([S:8]([O:11][CH2:12][CH2:13][C@@:14]2([O:53][CH3:54])[C@H:19]([O:20]CC3C=CC=CC=3)[C@@H:18]([O:28]CC3C=CC=CC=3)[C@H:17]([O:36]CC3C=CC=CC=3)[C@@H:16]([CH2:44][O:45]CC3C=CC=CC=3)[O:15]2)(=[O:10])=[O:9])=[CH:4][CH:3]=1.